Dataset: Peptide-MHC class II binding affinity with 134,281 pairs from IEDB. Task: Regression. Given a peptide amino acid sequence and an MHC pseudo amino acid sequence, predict their binding affinity value. This is MHC class II binding data. (1) The MHC is DRB1_0301 with pseudo-sequence DRB1_0301. The peptide sequence is DKGIPFMKMNISVIMK. The binding affinity (normalized) is 0.664. (2) The peptide sequence is ARIMLDNINMPNGLIAQF. The MHC is DRB1_0301 with pseudo-sequence DRB1_0301. The binding affinity (normalized) is 0.327. (3) The peptide sequence is VLVDEGRKVAIKGPL. The MHC is HLA-DQA10501-DQB10402 with pseudo-sequence HLA-DQA10501-DQB10402. The binding affinity (normalized) is 0. (4) The peptide sequence is GCQTYKWETFLTSEL. The MHC is DRB3_0101 with pseudo-sequence DRB3_0101. The binding affinity (normalized) is 0.227. (5) The peptide sequence is LRYRYGLFKQRIAKE. The MHC is DRB1_0701 with pseudo-sequence DRB1_0701. The binding affinity (normalized) is 0.495. (6) The MHC is DRB3_0202 with pseudo-sequence DRB3_0202. The binding affinity (normalized) is 0. The peptide sequence is RGKVVLIDFWAYPCI.